From a dataset of NCI-60 drug combinations with 297,098 pairs across 59 cell lines. Regression. Given two drug SMILES strings and cell line genomic features, predict the synergy score measuring deviation from expected non-interaction effect. (1) Drug 1: CC1=C(C=C(C=C1)NC(=O)C2=CC=C(C=C2)CN3CCN(CC3)C)NC4=NC=CC(=N4)C5=CN=CC=C5. Drug 2: CCN(CC)CCCC(C)NC1=C2C=C(C=CC2=NC3=C1C=CC(=C3)Cl)OC. Synergy scores: CSS=0.849, Synergy_ZIP=0.928, Synergy_Bliss=4.30, Synergy_Loewe=0.629, Synergy_HSA=0.882. Cell line: UACC62. (2) Drug 1: CCC1=CC2CC(C3=C(CN(C2)C1)C4=CC=CC=C4N3)(C5=C(C=C6C(=C5)C78CCN9C7C(C=CC9)(C(C(C8N6C)(C(=O)OC)O)OC(=O)C)CC)OC)C(=O)OC.C(C(C(=O)O)O)(C(=O)O)O. Drug 2: C1=NC2=C(N=C(N=C2N1C3C(C(C(O3)CO)O)F)Cl)N. Cell line: HOP-92. Synergy scores: CSS=52.1, Synergy_ZIP=-3.31, Synergy_Bliss=-1.32, Synergy_Loewe=2.09, Synergy_HSA=4.14. (3) Cell line: RPMI-8226. Drug 1: C1=NC2=C(N1)C(=S)N=C(N2)N. Drug 2: CN(C(=O)NC(C=O)C(C(C(CO)O)O)O)N=O. Synergy scores: CSS=39.4, Synergy_ZIP=1.61, Synergy_Bliss=3.44, Synergy_Loewe=3.76, Synergy_HSA=3.89. (4) Cell line: NCI-H322M. Synergy scores: CSS=3.39, Synergy_ZIP=-0.127, Synergy_Bliss=2.21, Synergy_Loewe=-2.92, Synergy_HSA=-0.738. Drug 2: CCCCCOC(=O)NC1=NC(=O)N(C=C1F)C2C(C(C(O2)C)O)O. Drug 1: CS(=O)(=O)C1=CC(=C(C=C1)C(=O)NC2=CC(=C(C=C2)Cl)C3=CC=CC=N3)Cl. (5) Drug 1: C1=C(C(=O)NC(=O)N1)N(CCCl)CCCl. Drug 2: CN1C(=O)N2C=NC(=C2N=N1)C(=O)N. Cell line: MDA-MB-435. Synergy scores: CSS=3.20, Synergy_ZIP=2.89, Synergy_Bliss=4.90, Synergy_Loewe=-5.41, Synergy_HSA=-2.26. (6) Drug 1: CC12CCC3C(C1CCC2=O)CC(=C)C4=CC(=O)C=CC34C. Drug 2: CC12CCC3C(C1CCC2OP(=O)(O)O)CCC4=C3C=CC(=C4)OC(=O)N(CCCl)CCCl.[Na+]. Cell line: PC-3. Synergy scores: CSS=7.46, Synergy_ZIP=-11.4, Synergy_Bliss=-19.0, Synergy_Loewe=-38.3, Synergy_HSA=-18.9. (7) Drug 1: CC1=C2C(C(=O)C3(C(CC4C(C3C(C(C2(C)C)(CC1OC(=O)C(C(C5=CC=CC=C5)NC(=O)OC(C)(C)C)O)O)OC(=O)C6=CC=CC=C6)(CO4)OC(=O)C)O)C)O. Drug 2: C1CCC(C(C1)N)N.C(=O)(C(=O)[O-])[O-].[Pt+4]. Cell line: K-562. Synergy scores: CSS=30.1, Synergy_ZIP=3.41, Synergy_Bliss=3.34, Synergy_Loewe=4.83, Synergy_HSA=5.09.